From a dataset of Reaction yield outcomes from USPTO patents with 853,638 reactions. Predict the reaction yield, written as a fraction of the theoretical maximum amount of product (1.0 means a 100% yield; for example, 0.34 means a 34% yield). (1) The reactants are Br[C:2]1[CH:15]=[CH:14][C:5]2[S:6][C:7]3[CH:12]=[CH:11][C:10]([Br:13])=[CH:9][C:8]=3[C:4]=2[CH:3]=1.[C:16]1([C:22]2[CH:23]=[C:24](B(O)O)[CH:25]=[C:26]([C:28]3[CH:33]=[CH:32][CH:31]=[CH:30][CH:29]=3)[CH:27]=2)[CH:21]=[CH:20][CH:19]=[CH:18][CH:17]=1.C([O-])([O-])=O.[Na+].[Na+]. The yield is 0.880. The product is [Br:13][C:10]1[CH:11]=[CH:12][C:7]2[S:6][C:5]3[CH:14]=[CH:15][C:2]([C:24]4[CH:23]=[C:22]([C:16]5[CH:21]=[CH:20][CH:19]=[CH:18][CH:17]=5)[CH:27]=[C:26]([C:28]5[CH:33]=[CH:32][CH:31]=[CH:30][CH:29]=5)[CH:25]=4)=[CH:3][C:4]=3[C:8]=2[CH:9]=1. The catalyst is CN(C=O)C.C1(P([Pd-4](P(C2C=CC=CC=2)(C2C=CC=CC=2)C2C=CC=CC=2)(P(C2C=CC=CC=2)(C2C=CC=CC=2)C2C=CC=CC=2)P(C2C=CC=CC=2)(C2C=CC=CC=2)C2C=CC=CC=2)(C2C=CC=CC=2)C2C=CC=CC=2)C=CC=CC=1. (2) The reactants are Br[C:2]1[CH:3]=[C:4]([Cl:20])[C:5]([CH2:8][N:9]2[C:17](=[O:18])[C:16]3[C:11](=[CH:12][CH:13]=[CH:14][CH:15]=3)[C:10]2=[O:19])=[N:6][CH:7]=1.C([O-])([O-])=O.[K+].[K+].[C:27]1(C)C=CC=C[CH:28]=1. The catalyst is C1C=CC([P]([Pd]([P](C2C=CC=CC=2)(C2C=CC=CC=2)C2C=CC=CC=2)([P](C2C=CC=CC=2)(C2C=CC=CC=2)C2C=CC=CC=2)[P](C2C=CC=CC=2)(C2C=CC=CC=2)C2C=CC=CC=2)(C2C=CC=CC=2)C2C=CC=CC=2)=CC=1. The product is [Cl:20][C:4]1[C:5]([CH2:8][N:9]2[C:17](=[O:18])[C:16]3[C:11](=[CH:12][CH:13]=[CH:14][CH:15]=3)[C:10]2=[O:19])=[N:6][CH:7]=[C:2]([CH:27]=[CH2:28])[CH:3]=1. The yield is 0.650. (3) The yield is 0.570. The product is [CH2:1]([N:3]1[C:7]([C@H:13]2[CH2:18][CH2:17][CH2:16][CH2:15][C@@H:14]2[OH:19])=[CH:6][CH:5]=[N:4]1)[CH3:2]. The reactants are [CH2:1]([N:3]1[CH:7]=[CH:6][CH:5]=[N:4]1)[CH3:2].C([Li])CCC.[CH:13]12[O:19][CH:14]1[CH2:15][CH2:16][CH2:17][CH2:18]2. The catalyst is C1COCC1. (4) The reactants are [CH3:1][N:2]([CH3:20])[C:3]([C:5]1[CH:6]=[C:7]2[C:12](=[CH:13][CH:14]=1)[C:11](=[O:15])[NH:10][C:9](=[O:16])[C:8]2=[CH:17]OC)=[O:4].[CH3:21][N:22]1[CH2:27][CH2:26][N:25]([CH2:28][C:29]2[CH:34]=[CH:33][C:32](N)=[CH:31]C=2)[CH2:24][CH2:23]1.C[N:37](C)C=O. No catalyst specified. The product is [CH3:20][N:2]([CH3:1])[C:3]([C:5]1[CH:6]=[C:7]2[C:12](=[CH:13][CH:14]=1)[C:11](=[O:15])[NH:10][C:9](=[O:16])/[C:8]/2=[CH:17]\[NH:37][C:33]1[CH:34]=[CH:29][C:28]([N:25]2[CH2:24][CH2:23][N:22]([CH3:21])[CH2:27][CH2:26]2)=[CH:31][CH:32]=1)=[O:4]. The yield is 0.860.